This data is from Full USPTO retrosynthesis dataset with 1.9M reactions from patents (1976-2016). The task is: Predict the reactants needed to synthesize the given product. (1) Given the product [Br:17][C:12]1[CH:11]=[C:10]([C:8]([C:6]2[CH:5]=[CH:4][N:3]=[C:2]([N:18]3[CH2:23][CH2:22][O:21][CH2:20][CH2:19]3)[CH:7]=2)=[O:9])[CH:15]=[C:14]([Br:16])[CH:13]=1, predict the reactants needed to synthesize it. The reactants are: Cl[C:2]1[CH:7]=[C:6]([C:8]([C:10]2[CH:15]=[C:14]([Br:16])[CH:13]=[C:12]([Br:17])[CH:11]=2)=[O:9])[CH:5]=[CH:4][N:3]=1.[NH:18]1[CH2:23][CH2:22][O:21][CH2:20][CH2:19]1. (2) Given the product [CH2:50]([O:57][C:58]1[CH:73]=[C:72]([B:10]2[O:11][C:12]([CH3:17])([CH3:18])[C:13]([CH3:15])([CH3:16])[O:14]2)[CH:71]=[CH:70][C:59]=1[C:60]([O:62][CH2:63][C:64]1[CH:65]=[CH:66][CH:67]=[CH:68][CH:69]=1)=[O:61])[C:51]1[CH:52]=[CH:53][CH:54]=[CH:55][CH:56]=1, predict the reactants needed to synthesize it. The reactants are: B1([B:10]2[O:14][C:13]([CH3:16])([CH3:15])[C:12]([CH3:18])([CH3:17])[O:11]2)OC(C)(C)C(C)(C)O1.C([O-])(=O)C.[K+].C1(P(C2CCCCC2)C2CCCCC2)CCCCC1.C1(C)C=CC=CC=1.[CH2:50]([O:57][C:58]1[CH:73]=[C:72](Cl)[CH:71]=[CH:70][C:59]=1[C:60]([O:62][CH2:63][C:64]1[CH:69]=[CH:68][CH:67]=[CH:66][CH:65]=1)=[O:61])[C:51]1[CH:56]=[CH:55][CH:54]=[CH:53][CH:52]=1.C(=O)(O)[O-].[Na+]. (3) Given the product [Cl:23][C:12]1[CH:11]=[CH:10][CH:5]=[CH:4][C:3]=1[CH2:62][N:63]1[CH2:64][CH2:65][CH:60]([NH:59][C:57]([NH:56][C:53]2[CH:54]=[CH:55][C:50]([O:49][C:40]3[C:39]4[C:44](=[CH:45][C:46]([O:47][CH3:48])=[C:37]([O:36][CH3:35])[CH:38]=4)[N:43]=[CH:42][CH:41]=3)=[CH:51][CH:52]=2)=[O:58])[CH2:61]1, predict the reactants needed to synthesize it. The reactants are: CO[C:3]1[CH:4]=[C:5]2[C:10](=[CH:11][C:12]=1OC)N=CC=C2O[C:3]1[CH:12]=[CH:11][C:10](N)=[CH:5][CH:4]=1.[Cl:23]C(Cl)(OC(=O)OC(Cl)(Cl)Cl)Cl.[CH3:35][O:36][C:37]1[CH:38]=[C:39]2[C:44](=[CH:45][C:46]=1[O:47][CH3:48])[N:43]=[CH:42][CH:41]=[C:40]2[O:49][C:50]1[CH:55]=[CH:54][C:53]([NH:56][C:57]([NH:59][CH:60]2[CH2:65][CH2:64][NH:63][CH2:62][CH2:61]2)=[O:58])=[CH:52][CH:51]=1.C(=O)([O-])O.[Na+]. (4) Given the product [ClH:35].[ClH:37].[NH2:7][CH:8]([CH2:28][C:29]1[CH:30]=[CH:31][C:32]([Cl:35])=[CH:33][CH:34]=1)[C:9]([N:11]1[CH2:12][CH2:13][N:14]([C:17]2[C:18]3[S:25][C:24]([S:26][CH3:27])=[CH:23][C:19]=3[N:20]=[CH:21][N:22]=2)[CH2:15][CH2:16]1)=[O:10], predict the reactants needed to synthesize it. The reactants are: C(OC(=O)[NH:7][CH:8]([CH2:28][C:29]1[CH:34]=[CH:33][C:32]([Cl:35])=[CH:31][CH:30]=1)[C:9]([N:11]1[CH2:16][CH2:15][N:14]([C:17]2[C:18]3[S:25][C:24]([S:26][CH3:27])=[CH:23][C:19]=3[N:20]=[CH:21][N:22]=2)[CH2:13][CH2:12]1)=[O:10])(C)(C)C.[ClH:37].